This data is from Forward reaction prediction with 1.9M reactions from USPTO patents (1976-2016). The task is: Predict the product of the given reaction. Given the reactants C([O:4][CH2:5][CH2:6][O:7][CH2:8][CH2:9][CH2:10][CH2:11][CH2:12][CH:13]([CH3:25])[CH2:14][CH2:15][CH2:16][CH:17]([CH3:24])[CH2:18][CH2:19][CH2:20][CH:21]([CH3:23])[CH3:22])(=O)C.[OH-].[K+], predict the reaction product. The product is: [CH3:25][CH:13]([CH2:14][CH2:15][CH2:16][CH:17]([CH3:24])[CH2:18][CH2:19][CH2:20][CH:21]([CH3:23])[CH3:22])[CH2:12][CH2:11][CH2:10][CH2:9][CH2:8][O:7][CH2:6][CH2:5][OH:4].